From a dataset of NCI-60 drug combinations with 297,098 pairs across 59 cell lines. Regression. Given two drug SMILES strings and cell line genomic features, predict the synergy score measuring deviation from expected non-interaction effect. (1) Drug 1: C1=C(C(=O)NC(=O)N1)N(CCCl)CCCl. Drug 2: CC1=C(C(=O)C2=C(C1=O)N3CC4C(C3(C2COC(=O)N)OC)N4)N. Cell line: NCI-H522. Synergy scores: CSS=34.8, Synergy_ZIP=-14.6, Synergy_Bliss=-6.35, Synergy_Loewe=-0.848, Synergy_HSA=1.04. (2) Drug 1: C1=CC(=C2C(=C1NCCNCCO)C(=O)C3=C(C=CC(=C3C2=O)O)O)NCCNCCO. Drug 2: CCN(CC)CCNC(=O)C1=C(NC(=C1C)C=C2C3=C(C=CC(=C3)F)NC2=O)C. Cell line: HCT-15. Synergy scores: CSS=56.6, Synergy_ZIP=-0.542, Synergy_Bliss=-0.0848, Synergy_Loewe=-23.8, Synergy_HSA=0.426.